From a dataset of Catalyst prediction with 721,799 reactions and 888 catalyst types from USPTO. Predict which catalyst facilitates the given reaction. (1) Reactant: [CH3:1][C:2]1[CH:3]=[C:4]2[C:8](=[C:9]([NH:11][S:12]([C:15]3[S:16][CH:17]=[CH:18][CH:19]=3)(=[O:14])=[O:13])[CH:10]=1)[NH:7][C:6]([C:20]([O:22]CC)=[O:21])=[CH:5]2.CO.[OH-].[K+].C(O)(=O)CC(CC(O)=O)(C(O)=O)O. The catalyst class is: 7. Product: [CH3:1][C:2]1[CH:3]=[C:4]2[C:8](=[C:9]([NH:11][S:12]([C:15]3[S:16][CH:17]=[CH:18][CH:19]=3)(=[O:14])=[O:13])[CH:10]=1)[NH:7][C:6]([C:20]([OH:22])=[O:21])=[CH:5]2. (2) Reactant: [CH3:1][CH:2]([CH3:38])[CH:3]([NH2:37])[CH:4]1[CH:9]([O:10]CC2C=CC=CC=2)[CH:8]([O:18]CC2C=CC=CC=2)[CH:7]([O:26]CC2C=CC=CC=2)[CH:6]([CH2:34][CH:35]=[CH2:36])[O:5]1.Cl. Product: [NH2:37][CH:3]([CH:4]1[CH:9]([OH:10])[CH:8]([OH:18])[CH:7]([OH:26])[CH:6]([CH2:34][CH2:35][CH3:36])[O:5]1)[CH:2]([CH3:38])[CH3:1]. The catalyst class is: 123. (3) Reactant: [Br:1][C:2]1[CH:7]=[CH:6][CH:5]=[C:4]([N+:8]([O-:10])=[O:9])[C:3]=1[CH3:11].[N+:12]([O-])([OH:14])=[O:13]. Product: [Br:1][C:2]1[CH:7]=[CH:6][C:5]([N+:12]([O-:14])=[O:13])=[C:4]([N+:8]([O-:10])=[O:9])[C:3]=1[CH3:11]. The catalyst class is: 82. (4) The catalyst class is: 2. Product: [CH3:6][N:8]1[CH2:9][CH2:10][CH:11]([N:14]2[CH:18]=[C:17]([B:19]3[O:23][C:22]([CH3:25])([CH3:24])[C:21]([CH3:27])([CH3:26])[O:20]3)[CH:16]=[N:15]2)[CH2:12][CH2:13]1. Reactant: C(O[C:6]([N:8]1[CH2:13][CH2:12][CH:11]([N:14]2[CH:18]=[C:17]([B:19]3[O:23][C:22]([CH3:25])([CH3:24])[C:21]([CH3:27])([CH3:26])[O:20]3)[CH:16]=[N:15]2)[CH2:10][CH2:9]1)=O)(C)(C)C.FC(F)(F)C(O)=O. (5) Product: [CH2:6]([O:9][CH2:10][CH2:11][CH2:12][CH2:13][O:15][C:16]1[CH:24]=[CH:23][C:19]([C:20]([OH:22])=[O:21])=[CH:18][CH:17]=1)[CH:7]=[CH2:8]. Reactant: CN(C)C=O.[CH2:6]([O:9][CH2:10][CH2:11][CH2:12][CH2:13]Cl)[CH:7]=[CH2:8].[OH:15][C:16]1[CH:24]=[CH:23][C:19]([C:20]([OH:22])=[O:21])=[CH:18][CH:17]=1.C(=O)([O-])[O-].[K+].[K+]. The catalyst class is: 6. (6) Reactant: [F:1][C:2]1[CH:7]=[C:6]([C:8]([F:11])([F:10])[F:9])[CH:5]=[CH:4][C:3]=1[CH:12]1[CH2:17][C:16](=[O:18])[NH:15][C:14]([CH3:19])=[C:13]1[C:20]([O:22][CH3:23])=[O:21].[H-].[Na+].[CH3:26]OS(OC)(=O)=O. Product: [F:1][C:2]1[CH:7]=[C:6]([C:8]([F:9])([F:11])[F:10])[CH:5]=[CH:4][C:3]=1[CH:12]1[CH2:17][C:16](=[O:18])[N:15]([CH3:26])[C:14]([CH3:19])=[C:13]1[C:20]([O:22][CH3:23])=[O:21]. The catalyst class is: 3.